This data is from Full USPTO retrosynthesis dataset with 1.9M reactions from patents (1976-2016). The task is: Predict the reactants needed to synthesize the given product. (1) Given the product [C:11]([O:10][C:9]([N:8]([C:5]1[C:4]([C:23]2[O:24][C:25]([C:28]3[CH:33]=[CH:32][CH:31]=[CH:30][CH:29]=3)=[N:26][N:27]=2)=[N:3][C:2]([CH:35]=[CH2:36])=[CH:7][N:6]=1)[C:16](=[O:17])[O:18][C:19]([CH3:22])([CH3:21])[CH3:20])=[O:15])([CH3:14])([CH3:13])[CH3:12], predict the reactants needed to synthesize it. The reactants are: Br[C:2]1[N:3]=[C:4]([C:23]2[O:24][C:25]([C:28]3[CH:33]=[CH:32][CH:31]=[CH:30][CH:29]=3)=[N:26][N:27]=2)[C:5]([N:8]([C:16]([O:18][C:19]([CH3:22])([CH3:21])[CH3:20])=[O:17])[C:9](=[O:15])[O:10][C:11]([CH3:14])([CH3:13])[CH3:12])=[N:6][CH:7]=1.N1C=CC=[CH:36][CH:35]=1.C(B1OB(C=C)OB(C=C)O1)=C.C([O-])([O-])=O.[K+].[K+]. (2) Given the product [NH:27]1[C:35]2[C:30](=[CH:31][CH:32]=[CH:33][CH:34]=2)[C:29]([CH:13]2[CH2:12][CH2:7][C:6](=[O:1])[CH2:14]2)=[CH:28]1, predict the reactants needed to synthesize it. The reactants are: [O:1]1[C:6]2=[C:7]3[C:12](=[CH:13][CH:14]=C2OCC1)N=CC=C3.CC1C=C(C)C=CC=1S([O-])(=O)=O.[NH:27]1[C:35]2[C:30](=[CH:31][CH:32]=[CH:33][CH:34]=2)[CH:29]=[CH:28]1.C1(=O)CCC=C1. (3) Given the product [C:1]([N:4]1[CH2:8][CH2:7][C:6]2([C:16]3[C:11](=[CH:12][CH:13]=[C:14]([O:17][C:28]4[CH:29]=[CH:30][C:25]([F:24])=[CH:26][CH:27]=4)[CH:15]=3)[N:10]([C:18](=[O:23])[C:19]([F:21])([F:22])[F:20])[CH2:9]2)[CH2:5]1)(=[O:3])[CH3:2], predict the reactants needed to synthesize it. The reactants are: [C:1]([N:4]1[CH2:8][CH2:7][C:6]2([C:16]3[C:11](=[CH:12][CH:13]=[C:14]([OH:17])[CH:15]=3)[N:10]([C:18](=[O:23])[C:19]([F:22])([F:21])[F:20])[CH2:9]2)[CH2:5]1)(=[O:3])[CH3:2].[F:24][C:25]1[CH:30]=[CH:29][C:28](B(O)O)=[CH:27][CH:26]=1.C(N(CC)CC)C. (4) Given the product [CH2:13]([O:10][CH2:9][CH2:8][C:5]1[CH:6]=[CH:7][C:2]([I:1])=[CH:3][CH:4]=1)[C:14]1[CH:19]=[CH:18][CH:17]=[CH:16][CH:15]=1, predict the reactants needed to synthesize it. The reactants are: [I:1][C:2]1[CH:7]=[CH:6][C:5]([CH2:8][CH2:9][OH:10])=[CH:4][CH:3]=1.[H-].[Na+].[CH2:13](Br)[C:14]1[CH:19]=[CH:18][CH:17]=[CH:16][CH:15]=1. (5) Given the product [ClH:3].[Cl:3][CH2:14][C:11]1([CH2:10][N:5]2[CH2:9][CH2:8][CH2:7][CH2:6]2)[CH2:13][CH2:12]1, predict the reactants needed to synthesize it. The reactants are: S(Cl)([Cl:3])=O.[N:5]1([CH2:10][C:11]2([CH2:14]O)[CH2:13][CH2:12]2)[CH2:9][CH2:8][CH2:7][CH2:6]1.